This data is from Catalyst prediction with 721,799 reactions and 888 catalyst types from USPTO. The task is: Predict which catalyst facilitates the given reaction. (1) Reactant: I[C:2]1[CH:7]=[CH:6][C:5]([N:8]2[CH2:13][CH2:12][N:11]([CH3:14])[CH2:10][CH2:9]2)=[C:4]([CH3:15])[CH:3]=1.CC([O-])=O.[K+].[B:21]1([B:21]2[O:25][C:24]([CH3:27])([CH3:26])[C:23]([CH3:29])([CH3:28])[O:22]2)[O:25][C:24]([CH3:27])([CH3:26])[C:23]([CH3:29])([CH3:28])[O:22]1.N#N. Product: [CH3:14][N:11]1[CH2:12][CH2:13][N:8]([C:5]2[CH:6]=[CH:7][C:2]([B:21]3[O:25][C:24]([CH3:27])([CH3:26])[C:23]([CH3:29])([CH3:28])[O:22]3)=[CH:3][C:4]=2[CH3:15])[CH2:9][CH2:10]1. The catalyst class is: 11. (2) Product: [CH3:22][N:23]([C:24]1[CH:29]=[CH:28][C:27]([C:30]2[N:34]([CH3:35])[C:33]3[CH:36]=[CH:37][CH:38]=[CH:39][C:32]=3[N:31]=2)=[CH:26][CH:25]=1)[C:11]([C@@H:8]1[CH2:9][CH2:10][C@H:6]([NH:5][C:1](=[O:4])[CH2:2][CH3:3])[CH2:7]1)=[O:13]. The catalyst class is: 76. Reactant: [C:1]([NH:5][C@H:6]1[CH2:10][CH2:9][C@@H:8]([C:11]([OH:13])=O)[CH2:7]1)(=[O:4])[CH2:2][CH3:3].ClC(N(C)C)=C(C)C.[CH3:22][NH:23][C:24]1[CH:29]=[CH:28][C:27]([C:30]2[N:34]([CH3:35])[C:33]3[CH:36]=[CH:37][CH:38]=[CH:39][C:32]=3[N:31]=2)=[CH:26][CH:25]=1.N1C(C)=CC(C)=CC=1C. (3) Reactant: [CH3:1][NH2:2].F[C:4]1[CH:5]=[C:6]([O:13][CH3:14])[CH:7]=[CH:8][C:9]=1[N+:10]([O-:12])=[O:11].C(=O)([O-])[O-].[K+].[K+].O. The catalyst class is: 266. Product: [CH3:14][O:13][C:6]1[CH:7]=[CH:8][C:9]([N+:10]([O-:12])=[O:11])=[C:4]([NH:2][CH3:1])[CH:5]=1.